The task is: Regression. Given a peptide amino acid sequence and an MHC pseudo amino acid sequence, predict their binding affinity value. This is MHC class I binding data.. This data is from Peptide-MHC class I binding affinity with 185,985 pairs from IEDB/IMGT. The peptide sequence is HERPVILSL. The MHC is BoLA-HD6 with pseudo-sequence BoLA-HD6. The binding affinity (normalized) is 0.361.